From a dataset of Forward reaction prediction with 1.9M reactions from USPTO patents (1976-2016). Predict the product of the given reaction. (1) Given the reactants C([O:8][C:9](=[O:33])[C@@H:10]([O:25][C@H:26]([C:28]([O:30][CH2:31][CH3:32])=[O:29])[CH3:27])[CH2:11][C:12]1[CH:17]=[CH:16][C:15]([C:18]2[CH:23]=[CH:22][CH:21]=[C:20]([Cl:24])[CH:19]=2)=[CH:14][CH:13]=1)C1C=CC=CC=1, predict the reaction product. The product is: [Cl:24][C:20]1[CH:19]=[C:18]([C:15]2[CH:14]=[CH:13][C:12]([CH2:11][C@H:10]([O:25][C@H:26]([C:28]([O:30][CH2:31][CH3:32])=[O:29])[CH3:27])[C:9]([OH:33])=[O:8])=[CH:17][CH:16]=2)[CH:23]=[CH:22][CH:21]=1. (2) Given the reactants [Cl:1][C:2]1[CH:3]=[C:4]2[C:9](=[CH:10][CH:11]=1)[CH:8]=[C:7]([S:12]([N:15]1[C:20]([C:21]([O:23][CH3:24])=[O:22])=[CH:19][NH:18][CH2:17][CH2:16]1)(=[O:14])=[O:13])[CH:6]=[CH:5]2.[N:25]1[CH:30]=[CH:29][C:28]([C:31]2[CH:48]=[CH:47][C:34]([C:35](OC3C=CC([N+]([O-])=O)=CC=3)=[O:36])=[CH:33][CH:32]=2)=[CH:27][CH:26]=1.[H-].[Na+].O, predict the reaction product. The product is: [Cl:1][C:2]1[CH:3]=[C:4]2[C:9](=[CH:10][CH:11]=1)[CH:8]=[C:7]([S:12]([N:15]1[C:20]([C:21]([O:23][CH3:24])=[O:22])=[CH:19][N:18]([C:35](=[O:36])[C:34]3[CH:33]=[CH:32][C:31]([C:28]4[CH:27]=[CH:26][N:25]=[CH:30][CH:29]=4)=[CH:48][CH:47]=3)[CH2:17][CH2:16]1)(=[O:13])=[O:14])[CH:6]=[CH:5]2. (3) Given the reactants CC1C=CC(S(O[CH2:12][CH2:13][O:14][CH2:15][CH2:16][O:17][CH2:18][CH2:19][O:20][CH2:21][CH2:22][O:23][CH2:24][CH2:25][O:26][CH2:27][CH2:28][O:29][CH2:30][CH2:31][C:32]([O:34][C:35]([CH3:38])([CH3:37])[CH3:36])=[O:33])(=O)=O)=CC=1.[N-:39]=[N+:40]=[N-:41].[Na+].[I-].[Na+], predict the reaction product. The product is: [N:39]([CH2:12][CH2:13][O:14][CH2:15][CH2:16][O:17][CH2:18][CH2:19][O:20][CH2:21][CH2:22][O:23][CH2:24][CH2:25][O:26][CH2:27][CH2:28][O:29][CH2:30][CH2:31][C:32]([O:34][C:35]([CH3:38])([CH3:37])[CH3:36])=[O:33])=[N+:40]=[N-:41].